From a dataset of Catalyst prediction with 721,799 reactions and 888 catalyst types from USPTO. Predict which catalyst facilitates the given reaction. (1) Reactant: [F:1][C:2]1[CH:24]=[C:23]([C:25]([F:28])([F:27])[F:26])[C:22]([C:29]2[C:30]([CH3:36])=[N:31][C:32](F)=[CH:33][CH:34]=2)=[CH:21][C:3]=1[CH2:4][O:5][C:6]1[N:11]=[CH:10][C:9]2[C@@H:12]3[C@@H:15]([C:16]([O:18][CH2:19][CH3:20])=[O:17])[C@@H:13]3[CH2:14][C:8]=2[CH:7]=1.[N:37]1[N:38]([CH2:45][C:46]([CH3:49])([OH:48])[CH3:47])[CH:39]=[C:40]2[CH2:44][NH:43][CH2:42][C:41]=12.CCN(C(C)C)C(C)C.CCOC(C)=O.O. Product: [F:1][C:2]1[CH:24]=[C:23]([C:25]([F:27])([F:28])[F:26])[C:22]([C:29]2[C:30]([CH3:36])=[N:31][C:32]([N:43]3[CH2:44][C:40]4[C:41](=[N:37][N:38]([CH2:45][C:46]([OH:48])([CH3:47])[CH3:49])[CH:39]=4)[CH2:42]3)=[CH:33][CH:34]=2)=[CH:21][C:3]=1[CH2:4][O:5][C:6]1[N:11]=[CH:10][C:9]2[C@@H:12]3[C@@H:15]([C:16]([O:18][CH2:19][CH3:20])=[O:17])[C@@H:13]3[CH2:14][C:8]=2[CH:7]=1. The catalyst class is: 37. (2) Product: [F:17][C:2]([F:1])([F:18])[C:3]1[CH:4]=[CH:5][C:6]([C:9]2[O:13][N:12]=[CH:11][C:10]=2[C:14]([N:50]2[CH2:54][CH2:53][CH:52]([C:55]3[CH:60]=[N:59][CH:58]=[CH:57][N:56]=3)[CH2:51]2)=[O:16])=[CH:7][CH:8]=1. The catalyst class is: 10. Reactant: [F:1][C:2]([F:18])([F:17])[C:3]1[CH:8]=[CH:7][C:6]([C:9]2[O:13][N:12]=[CH:11][C:10]=2[C:14]([OH:16])=O)=[CH:5][CH:4]=1.[B-](F)(F)(F)F.CN(C(ON1N=NC2C1=CC=CC=2)=[N+](C)C)C.N1C=CC=CC=1.Cl.Cl.Cl.[NH:50]1[CH2:54][CH2:53][CH:52]([C:55]2[CH:60]=[N:59][CH:58]=[CH:57][N:56]=2)[CH2:51]1.